Dataset: Full USPTO retrosynthesis dataset with 1.9M reactions from patents (1976-2016). Task: Predict the reactants needed to synthesize the given product. (1) Given the product [O:37]1[C:34]2=[CH:35][C:36]3[C:27]([O:23][C:20]4[CH:21]=[CH:22][C:17]([C:12]5[C:13](=[O:16])[N:14]([CH3:15])[C:9]([NH:8][C:5]6[CH:6]=[CH:7][C:2]([F:1])=[CH:3][CH:4]=6)=[N:10][CH:11]=5)=[N:18][CH:19]=4)=[N:28][CH:29]=[N:30][C:31]=3[CH:32]=[C:33]2[O:39][CH2:38]1, predict the reactants needed to synthesize it. The reactants are: [F:1][C:2]1[CH:7]=[CH:6][C:5]([NH:8][C:9]2[N:14]([CH3:15])[C:13](=[O:16])[C:12]([C:17]3[CH:22]=[CH:21][C:20]([OH:23])=[CH:19][N:18]=3)=[CH:11][N:10]=2)=[CH:4][CH:3]=1.[H-].[Na+].Cl[C:27]1[C:36]2[CH:35]=[C:34]3[O:37][CH2:38][O:39][C:33]3=[CH:32][C:31]=2[N:30]=[CH:29][N:28]=1. (2) Given the product [O:5]1[CH2:4][CH:3]1[CH2:1][O:6][C:7]1[CH:12]=[CH:11][CH:10]=[CH:9][C:8]=1[NH:13][C:14]([NH2:16])=[O:15], predict the reactants needed to synthesize it. The reactants are: [CH2:1]([CH:3]1[O:5][CH2:4]1)Br.[OH:6][C:7]1[CH:12]=[CH:11][CH:10]=[CH:9][C:8]=1[NH:13][C:14]([NH2:16])=[O:15].C(=O)([O-])[O-].[Cs+].[Cs+]. (3) Given the product [ClH:32].[CH3:1][O:2][C:3]1[CH:4]=[C:5]([C:9]2([C:21]([Cl:32])=[O:23])[CH2:14][CH2:13][N:12]([C:15]3[N:20]=[CH:19][CH:18]=[CH:17][N:16]=3)[CH2:11][CH2:10]2)[CH:6]=[CH:7][CH:8]=1, predict the reactants needed to synthesize it. The reactants are: [CH3:1][O:2][C:3]1[CH:4]=[C:5]([C:9]2([C:21]([OH:23])=O)[CH2:14][CH2:13][N:12]([C:15]3[N:20]=[CH:19][CH:18]=[CH:17][N:16]=3)[CH2:11][CH2:10]2)[CH:6]=[CH:7][CH:8]=1.CN(C)C=O.C(Cl)(=O)C([Cl:32])=O. (4) Given the product [N:1]1([C:10]2[N:11]=[CH:12][C:13]([C:14]([N:34]3[CH2:35][CH2:36][CH:31]([C:29](=[O:30])[C:26]4[CH:25]=[CH:24][C:23]([CH3:22])=[CH:28][CH:27]=4)[CH2:32][CH2:33]3)=[O:16])=[CH:19][CH:20]=2)[C:5]2[CH:6]=[CH:7][CH:8]=[CH:9][C:4]=2[N:3]=[CH:2]1, predict the reactants needed to synthesize it. The reactants are: [N:1]1([C:10]2[CH:20]=[CH:19][C:13]([C:14]([O:16]CC)=O)=[CH:12][N:11]=2)[C:5]2[CH:6]=[CH:7][CH:8]=[CH:9][C:4]=2[N:3]=[CH:2]1.Cl.[CH3:22][C:23]1[CH:28]=[CH:27][C:26]([C:29]([CH:31]2[CH2:36][CH2:35][NH:34][CH2:33][CH2:32]2)=[O:30])=[CH:25][CH:24]=1. (5) Given the product [CH3:21][N:19]1[CH:20]=[C:16]([NH:15][C:12]2[N:11]=[C:10]3[N:6]([CH2:5][C:4]4[CH:3]=[C:2]([C:28]([N:75]5[CH2:80][CH2:79][O:78][CH2:77][CH2:76]5)=[O:46])[CH:24]=[CH:23][CH:22]=4)[N:7]=[CH:8][C:9]3=[CH:14][N:13]=2)[CH:17]=[N:18]1, predict the reactants needed to synthesize it. The reactants are: I[C:2]1[CH:3]=[C:4]([CH:22]=[CH:23][CH:24]=1)[CH2:5][N:6]1[C:10]2=[N:11][C:12]([NH:15][C:16]3[CH:17]=[N:18][N:19]([CH3:21])[CH:20]=3)=[N:13][CH:14]=[C:9]2[CH:8]=[N:7]1.CC1(C)C2C(=C(P(C3C=CC=CC=3)C3C=CC=CC=3)C=CC=2)[O:46][C:28]2C(P(C3C=CC=CC=3)C3C=CC=CC=3)=CC=CC1=2.P([O-])([O-])([O-])=O.[K+].[K+].[K+].[NH:75]1[CH2:80][CH2:79][O:78][CH2:77][CH2:76]1. (6) Given the product [CH:10]1[C:11]2[C:20]3[CH2:19][CH2:18][CH:17]([NH:21][S:22]([C:25]4[CH:30]=[CH:29][CH:28]=[CH:27][CH:26]=4)(=[O:23])=[O:24])[CH2:16][C:15]=3[CH:14]=[N:13][C:12]=2[NH:8][N:9]=1, predict the reactants needed to synthesize it. The reactants are: COC1C=CC(C[N:8]2[C:12]3[N:13]=[CH:14][C:15]4[CH2:16][CH:17]([NH:21][S:22]([C:25]5[CH:30]=[CH:29][CH:28]=[CH:27][CH:26]=5)(=[O:24])=[O:23])[CH2:18][CH2:19][C:20]=4[C:11]=3[CH:10]=[N:9]2)=CC=1.FC(F)(F)C(O)=O. (7) The reactants are: [CH2:1]([N:8]1[C:17](=[O:18])[C:16]2[C:11](=[CH:12][C:13](F)=[CH:14][CH:15]=2)[N:10]=[CH:9]1)[C:2]1[CH:7]=[CH:6][CH:5]=[CH:4][CH:3]=1.[NH2:20][NH2:21]. Given the product [CH2:1]([N:8]1[C:17](=[O:18])[C:16]2[C:11](=[CH:12][C:13]([NH:20][NH2:21])=[CH:14][CH:15]=2)[N:10]=[CH:9]1)[C:2]1[CH:7]=[CH:6][CH:5]=[CH:4][CH:3]=1, predict the reactants needed to synthesize it. (8) Given the product [Cl:20][C:5]1[CH:4]=[CH:3][C:2]([C:21]2[CH:26]=[CH:25][CH:24]=[CH:23][CH:22]=2)=[CH:7][C:6]=1[N:8]1[CH2:13][CH2:12][CH2:11][CH2:10][CH:9]1[C:14]([NH:16][CH2:17][C:18]#[N:19])=[O:15], predict the reactants needed to synthesize it. The reactants are: Br[C:2]1[CH:3]=[CH:4][C:5]([Cl:20])=[C:6]([N:8]2[CH2:13][CH2:12][CH2:11][CH2:10][CH:9]2[C:14]([NH:16][CH2:17][C:18]#[N:19])=[O:15])[CH:7]=1.[C:21]1(B(O)O)[CH:26]=[CH:25][CH:24]=[CH:23][CH:22]=1.C([O-])([O-])=O.[Na+].[Na+].